Dataset: Full USPTO retrosynthesis dataset with 1.9M reactions from patents (1976-2016). Task: Predict the reactants needed to synthesize the given product. (1) Given the product [CH3:1][NH:2][C:3]([C:5]1[C:13]2[C:8](=[N:9][C:10]([N:15]([S:16]([CH3:19])(=[O:18])=[O:17])[CH2:28][CH2:29][CH2:30][S:31]([CH3:34])(=[O:33])=[O:32])=[C:11]([I:14])[CH:12]=2)[O:7][C:6]=1[C:20]1[CH:25]=[CH:24][C:23]([F:26])=[CH:22][CH:21]=1)=[O:4], predict the reactants needed to synthesize it. The reactants are: [CH3:1][NH:2][C:3]([C:5]1[C:13]2[C:8](=[N:9][C:10]([NH:15][S:16]([CH3:19])(=[O:18])=[O:17])=[C:11]([I:14])[CH:12]=2)[O:7][C:6]=1[C:20]1[CH:25]=[CH:24][C:23]([F:26])=[CH:22][CH:21]=1)=[O:4].I[CH2:28][CH2:29][CH2:30][S:31]([CH3:34])(=[O:33])=[O:32].C(=O)([O-])[O-].[Cs+].[Cs+]. (2) Given the product [CH3:44][O:43][C:41]1[CH:40]=[CH:39][C:38]([N+:45]([O-:47])=[O:46])=[C:37]([C@@H:32]([O:31][CH2:30][C:28]2[C:26]([NH2:27])=[N:25][C:23](=[O:24])[N:22]([CH:29]=2)[C@@H:10]2[O:11][C@H:12]([CH2:13][OH:14])[C@@H:8]([OH:48])[CH2:9]2)[C:33]([CH3:36])([CH3:35])[CH3:34])[CH:42]=1, predict the reactants needed to synthesize it. The reactants are: [Si]([C@@:8]1([OH:48])[C@@H:12]([CH2:13][O:14][Si](C(C)(C)C)(C)C)[O:11][C@@H:10]([N:22]2[CH:29]=[C:28]([CH2:30][O:31][C@H:32]([C:37]3[CH:42]=[C:41]([O:43][CH3:44])[CH:40]=[CH:39][C:38]=3[N+:45]([O-:47])=[O:46])[C:33]([CH3:36])([CH3:35])[CH3:34])[C:26]([NH2:27])=[N:25][C:23]2=[O:24])[CH2:9]1)(C(C)(C)C)(C)C.[N+](CCCC)(CCCC)(CCCC)CCCC.[F-]. (3) Given the product [C:25]([C:2]1[C:3]([C:21]([O:23][CH3:24])=[O:22])=[C:4]([NH:7][C:8](=[O:20])[CH2:9][C:10]2[CH:19]=[CH:18][CH:17]=[C:16]3[C:11]=2[CH:12]=[CH:13][N:14]=[CH:15]3)[S:5][CH:6]=1)#[N:26], predict the reactants needed to synthesize it. The reactants are: Br[C:2]1[C:3]([C:21]([O:23][CH3:24])=[O:22])=[C:4]([NH:7][C:8](=[O:20])[CH2:9][C:10]2[CH:19]=[CH:18][CH:17]=[C:16]3[C:11]=2[CH:12]=[CH:13][N:14]=[CH:15]3)[S:5][CH:6]=1.[C:25]([Cu])#[N:26].[NH4+].[OH-].C(OCC)C. (4) Given the product [NH:1]([C:33]([O:35][CH2:36][CH:37]=[CH2:38])=[O:34])[C@@H:2]([C:4]([NH:6][C@H:7]([C:15]([NH:17][C@H:18]([C:30]([OH:32])=[O:31])[CH2:19][CH2:20][CH2:21][CH2:22][NH:23][C:24]([O:26][CH2:27][CH:28]=[CH2:29])=[O:25])=[O:16])[CH2:8][C:9]1[CH:10]=[CH:11][CH:12]=[CH:13][CH:14]=1)=[O:5])[CH3:3].[CH3:41][C:40]([NH:51][CH2:52][CH:53]([OH:69])[CH2:54][O:55][C:56]1[C:61]2[C:62]3[C:67]([NH:68][C:60]=2[CH:59]=[CH:58][CH:57]=1)=[CH:66][CH:65]=[CH:64][CH:63]=3)([C:42]1[CH:47]=[CH:46][C:45]([N:48]=[N+:49]=[N-:50])=[CH:44][CH:43]=1)[CH3:39].[CH:70]1[C:75]([C:76]([OH:78])=[O:77])=[CH:74][CH:73]=[C:72]([NH2:79])[CH:71]=1, predict the reactants needed to synthesize it. The reactants are: [NH:1]([C:33]([O:35][CH2:36][CH:37]=[CH2:38])=[O:34])[C@@H:2]([C:4]([NH:6][C@H:7]([C:15]([NH:17][C@H:18]([C:30]([OH:32])=[O:31])[CH2:19][CH2:20][CH2:21][CH2:22][NH:23][C:24]([O:26][CH2:27][CH:28]=[CH2:29])=[O:25])=[O:16])[CH2:8][C:9]1[CH:14]=[CH:13][CH:12]=[CH:11][CH:10]=1)=[O:5])[CH3:3].[CH3:39][C:40]([NH:51][CH2:52][CH:53]([OH:69])[CH2:54][O:55][C:56]1[C:61]2[C:62]3[C:67]([NH:68][C:60]=2[CH:59]=[CH:58][CH:57]=1)=[CH:66][CH:65]=[CH:64][CH:63]=3)([C:42]1[CH:47]=[CH:46][C:45]([N:48]=[N+:49]=[N-:50])=[CH:44][CH:43]=1)[CH3:41].[CH:70]1[C:75]([C:76]([OH:78])=[O:77])=[CH:74][CH:73]=[C:72]([NH2:79])[CH:71]=1.C(N(C(C)C)CC)(C)C.ON1C2C=CC=CC=2N=N1. (5) The reactants are: [Br:1][C:2]1[CH:3]=[C:4]([O:9][C:10]2[C:11]([F:19])=[C:12]([CH2:17][NH2:18])[CH:13]=[CH:14][C:15]=2[Cl:16])[CH:5]=[C:6]([Cl:8])[CH:7]=1.[Cl:20][C:21]1[N:22]=[CH:23][N:24]([CH2:29][O:30][CH2:31][CH2:32][Si:33]([CH3:36])([CH3:35])[CH3:34])[C:25]=1[C:26](O)=[O:27].C(N(C(C)C)CC)(C)C.CN(C(ON1N=NC2C=CC=NC1=2)=[N+](C)C)C.F[P-](F)(F)(F)(F)F. Given the product [Br:1][C:2]1[CH:3]=[C:4]([O:9][C:10]2[C:11]([F:19])=[C:12]([CH2:17][NH:18][C:26]([C:25]3[N:24]([CH2:29][O:30][CH2:31][CH2:32][Si:33]([CH3:35])([CH3:34])[CH3:36])[CH:23]=[N:22][C:21]=3[Cl:20])=[O:27])[CH:13]=[CH:14][C:15]=2[Cl:16])[CH:5]=[C:6]([Cl:8])[CH:7]=1, predict the reactants needed to synthesize it. (6) Given the product [Cl:1][C:2]1[CH:10]=[CH:9][C:8]2[N:7](/[CH:18]=[C:19](/[C:21]3[CH:26]=[CH:25][CH:24]=[C:23]([F:27])[CH:22]=3)\[CH3:20])[C:6]3[CH2:11][CH2:12][N:13]([CH3:16])[CH2:14][CH2:15][C:5]=3[C:4]=2[CH:3]=1, predict the reactants needed to synthesize it. The reactants are: [Cl:1][C:2]1[CH:10]=[CH:9][C:8]2[NH:7][C:6]3[CH2:11][CH2:12][N:13]([CH3:16])[CH2:14][CH2:15][C:5]=3[C:4]=2[CH:3]=1.Br[CH:18]=[C:19]([C:21]1[CH:26]=[CH:25][CH:24]=[C:23]([F:27])[CH:22]=1)[CH3:20].N1CCC[C@H]1C(O)=O.[O-]P([O-])([O-])=O.[K+].[K+].[K+]. (7) Given the product [C:1]([C:5]1[C:6](=[O:15])[N:7]([CH2:17][C:18](=[O:23])[C:19]([CH3:22])([CH3:21])[CH3:20])[C:8]2[C:13]([CH:14]=1)=[CH:12][CH:11]=[C:10]([O:25][CH3:24])[CH:9]=2)([CH3:4])([CH3:2])[CH3:3], predict the reactants needed to synthesize it. The reactants are: [C:1]([C:5]1[C:6](=[O:15])[NH:7][C:8]2[C:13]([CH:14]=1)=[CH:12][CH:11]=[CH:10][CH:9]=2)([CH3:4])([CH3:3])[CH3:2].Br[CH2:17][C:18](=[O:23])[C:19]([CH3:22])([CH3:21])[CH3:20].[C:24](=O)([O-])[O-:25].[Cs+].[Cs+].